Dataset: Reaction yield outcomes from USPTO patents with 853,638 reactions. Task: Predict the reaction yield, written as a fraction of the theoretical maximum amount of product (1.0 means a 100% yield; for example, 0.34 means a 34% yield). (1) The reactants are [F:1][C:2]1[CH:7]=[CH:6][C:5]([N:8]([CH2:26][CH2:27][C:28]2[CH:33]=[CH:32][CH:31]=[C:30]([O:34][CH3:35])[CH:29]=2)[C:9](=O)[CH2:10][C:11]2[CH:16]=[CH:15][C:14]([O:17][CH2:18][C:19]3[CH:24]=[CH:23][CH:22]=[CH:21][CH:20]=3)=[CH:13][CH:12]=2)=[CH:4][CH:3]=1.C(OCC)(=O)C. The catalyst is P(Cl)(Cl)(Cl)=O. The product is [F:1][C:2]1[CH:7]=[CH:6][C:5]([N:8]2[CH2:26][CH2:27][C:28]3[C:33](=[CH:32][CH:31]=[C:30]([O:34][CH3:35])[CH:29]=3)[CH:9]2[CH2:10][C:11]2[CH:16]=[CH:15][C:14]([O:17][CH2:18][C:19]3[CH:24]=[CH:23][CH:22]=[CH:21][CH:20]=3)=[CH:13][CH:12]=2)=[CH:4][CH:3]=1. The yield is 0.800. (2) The catalyst is CO. The reactants are O.C1(C)C=CC(S(O)(=O)=O)=CC=1.[C:13]1([CH2:19][CH2:20][C@H:21]([O:45]C2CCCCO2)/[CH:22]=[CH:23]/[C@@H:24]2[C@@H:36]3[C@@H:27]([O:28][C:29](=[O:37])[CH2:30][CH2:31][CH2:32][CH:33]=[CH:34][CH2:35]3)[CH2:26][C@H:25]2[O:38]C2CCCCO2)[CH:18]=[CH:17][CH:16]=[CH:15][CH:14]=1. The yield is 0.565. The product is [OH:38][C@@H:25]1[CH2:26][C@@H:27]2[O:28][C:29](=[O:37])[CH2:30][CH2:31][CH2:32][CH:33]=[CH:34][CH2:35][C@@H:36]2[C@H:24]1/[CH:23]=[CH:22]/[C@@H:21]([OH:45])[CH2:20][CH2:19][C:13]1[CH:14]=[CH:15][CH:16]=[CH:17][CH:18]=1.